This data is from Full USPTO retrosynthesis dataset with 1.9M reactions from patents (1976-2016). The task is: Predict the reactants needed to synthesize the given product. (1) Given the product [CH3:12][S:13][C:14]1[N:19]=[C:18]2[N:20]([CH2:6][C:5]3[CH:8]=[CH:9][CH:10]=[CH:11][C:4]=3[N+:1]([O-:3])=[O:2])[N:21]=[CH:22][C:17]2=[CH:16][N:15]=1, predict the reactants needed to synthesize it. The reactants are: [N+:1]([C:4]1[CH:11]=[CH:10][CH:9]=[CH:8][C:5]=1[CH2:6]O)([O-:3])=[O:2].[CH3:12][S:13][C:14]1[N:19]=[C:18]2[NH:20][N:21]=[CH:22][C:17]2=[CH:16][N:15]=1. (2) Given the product [CH3:23][O:6][C:4](=[O:5])[C:3]1[CH:7]=[CH:8][CH:9]=[C:10]([O:11][C:17]2[CH:16]=[CH:15][CH:14]=[C:13]([F:12])[CH:18]=2)[CH:2]=1, predict the reactants needed to synthesize it. The reactants are: C[C:2]1[C:10]([OH:11])=[CH:9][CH:8]=[CH:7][C:3]=1[C:4]([OH:6])=[O:5].[F:12][C:13]1[CH:14]=[C:15](B(O)O)[CH:16]=[CH:17][CH:18]=1.N1C=CC=C[CH:23]=1.